Task: Predict which catalyst facilitates the given reaction.. Dataset: Catalyst prediction with 721,799 reactions and 888 catalyst types from USPTO Reactant: Cl.[CH3:2][S:3]([C:6]1[CH:13]=[CH:12][C:9]([CH2:10][NH2:11])=[CH:8][CH:7]=1)(=[O:5])=[O:4].C(=O)([O-])[O-].[C:18](/[CH:20]=[CH:21]/[S:22]([C:25]1[CH:30]=[CH:29][C:28]([C:31]([CH3:36])([CH3:35])[C:32](O)=[O:33])=[CH:27][CH:26]=1)(=[O:24])=[O:23])#[N:19].ON1C2C=CC=CC=2N=N1.Cl.CN(C)CCCN=C=NCC. Product: [C:18](/[CH:20]=[CH:21]/[S:22]([C:25]1[CH:26]=[CH:27][C:28]([C:31]([CH3:36])([CH3:35])[C:32]([NH:11][CH2:10][C:9]2[CH:12]=[CH:13][C:6]([S:3]([CH3:2])(=[O:4])=[O:5])=[CH:7][CH:8]=2)=[O:33])=[CH:29][CH:30]=1)(=[O:23])=[O:24])#[N:19]. The catalyst class is: 2.